From a dataset of NCI-60 drug combinations with 297,098 pairs across 59 cell lines. Regression. Given two drug SMILES strings and cell line genomic features, predict the synergy score measuring deviation from expected non-interaction effect. (1) Drug 1: CN(C)N=NC1=C(NC=N1)C(=O)N. Drug 2: CCN(CC)CCCC(C)NC1=C2C=C(C=CC2=NC3=C1C=CC(=C3)Cl)OC. Cell line: DU-145. Synergy scores: CSS=15.8, Synergy_ZIP=-7.55, Synergy_Bliss=-6.41, Synergy_Loewe=-22.4, Synergy_HSA=-8.24. (2) Cell line: SN12C. Drug 2: CC(C)(C#N)C1=CC(=CC(=C1)CN2C=NC=N2)C(C)(C)C#N. Synergy scores: CSS=10.3, Synergy_ZIP=-2.21, Synergy_Bliss=2.69, Synergy_Loewe=1.35, Synergy_HSA=2.71. Drug 1: C1CCC(CC1)NC(=O)N(CCCl)N=O. (3) Drug 1: CC1=C(C(=CC=C1)Cl)NC(=O)C2=CN=C(S2)NC3=CC(=NC(=N3)C)N4CCN(CC4)CCO. Drug 2: N.N.Cl[Pt+2]Cl. Cell line: SNB-75. Synergy scores: CSS=28.0, Synergy_ZIP=-8.55, Synergy_Bliss=0.352, Synergy_Loewe=-20.3, Synergy_HSA=2.39. (4) Drug 1: CNC(=O)C1=CC=CC=C1SC2=CC3=C(C=C2)C(=NN3)C=CC4=CC=CC=N4. Drug 2: CC1=CC=C(C=C1)C2=CC(=NN2C3=CC=C(C=C3)S(=O)(=O)N)C(F)(F)F. Cell line: LOX IMVI. Synergy scores: CSS=-0.451, Synergy_ZIP=1.30, Synergy_Bliss=3.23, Synergy_Loewe=-2.51, Synergy_HSA=-1.08. (5) Drug 1: CC(CN1CC(=O)NC(=O)C1)N2CC(=O)NC(=O)C2. Drug 2: C1C(C(OC1N2C=C(C(=O)NC2=O)F)CO)O. Cell line: COLO 205. Synergy scores: CSS=63.6, Synergy_ZIP=-3.28, Synergy_Bliss=-3.64, Synergy_Loewe=2.52, Synergy_HSA=2.88. (6) Drug 1: C1=CC(=CC=C1C#N)C(C2=CC=C(C=C2)C#N)N3C=NC=N3. Drug 2: CS(=O)(=O)OCCCCOS(=O)(=O)C. Cell line: SN12C. Synergy scores: CSS=10.1, Synergy_ZIP=-2.88, Synergy_Bliss=-1.88, Synergy_Loewe=1.97, Synergy_HSA=0.939.